This data is from Full USPTO retrosynthesis dataset with 1.9M reactions from patents (1976-2016). The task is: Predict the reactants needed to synthesize the given product. (1) Given the product [C:1]([O:5][C:6](=[O:19])[CH2:7][N:8]1[C:16]2[C:11](=[C:12]([CH3:18])[CH:13]=[C:14]([O:17][CH2:26][C:25]3[N:21]([CH3:20])[N:22]=[C:23]([C:28]4[CH:29]=[CH:30][C:31]([O:34][C:35]([F:37])([F:36])[F:38])=[CH:32][CH:33]=4)[CH:24]=3)[CH:15]=2)[CH:10]=[CH:9]1)([CH3:4])([CH3:3])[CH3:2], predict the reactants needed to synthesize it. The reactants are: [C:1]([O:5][C:6](=[O:19])[CH2:7][N:8]1[C:16]2[C:11](=[C:12]([CH3:18])[CH:13]=[C:14]([OH:17])[CH:15]=2)[CH:10]=[CH:9]1)([CH3:4])([CH3:3])[CH3:2].[CH3:20][N:21]1[C:25]([CH2:26]O)=[CH:24][C:23]([C:28]2[CH:33]=[CH:32][C:31]([O:34][C:35]([F:38])([F:37])[F:36])=[CH:30][CH:29]=2)=[N:22]1.CN(C)C(N=NC(N(C)C)=O)=O.C(P(CCCC)CCCC)CCC. (2) Given the product [Br:1][CH2:2][C@@H:3]([CH3:6])[CH2:4][O:5][CH:8]1[CH2:9][CH2:10][CH2:11][CH2:12][O:7]1, predict the reactants needed to synthesize it. The reactants are: [Br:1][CH2:2][C@@H:3]([CH3:6])[CH2:4][OH:5].[O:7]1[CH:12]=[CH:11][CH2:10][CH2:9][CH2:8]1.S(C1C=CC(C)=CC=1)([O-])(=O)=O.[NH+]1C=CC=CC=1. (3) Given the product [O:50]=[C:49]([N:51]1[CH2:52][CH2:53][N:54]([C:57](=[O:68])[C:58]2[CH:63]=[CH:62][CH:61]=[CH:60][C:59]=2[C:64]([F:67])([F:66])[F:65])[CH2:55][CH2:56]1)[CH2:48][NH:47][C:20](=[O:22])[C:19]1[CH:18]=[CH:17][C:16]([C:11]2[CH:12]=[N:13][CH:14]=[CH:15][N:10]=2)=[CH:24][CH:23]=1, predict the reactants needed to synthesize it. The reactants are: CCN(C(C)C)C(C)C.[N:10]1[CH:15]=[CH:14][N:13]=[CH:12][C:11]=1[C:16]1[CH:24]=[CH:23][C:19]([C:20]([OH:22])=O)=[CH:18][CH:17]=1.C1C=CC2N(O)N=NC=2C=1.CCN=C=NCCCN(C)C.Cl.[NH2:47][CH2:48][C:49]([N:51]1[CH2:56][CH2:55][N:54]([C:57](=[O:68])[C:58]2[CH:63]=[CH:62][CH:61]=[CH:60][C:59]=2[C:64]([F:67])([F:66])[F:65])[CH2:53][CH2:52]1)=[O:50].